Predict the product of the given reaction. From a dataset of Forward reaction prediction with 1.9M reactions from USPTO patents (1976-2016). (1) Given the reactants [C:1]([N:8]1[CH2:12][CH2:11][C@H:10]([NH2:13])[CH2:9]1)([O:3][C:4]([CH3:7])([CH3:6])[CH3:5])=[O:2].C(N(CC)CC)C.[Br:21][C:22]1[C:23](Cl)=[N:24][C:25]([Cl:28])=[N:26][CH:27]=1, predict the reaction product. The product is: [Br:21][C:22]1[C:23]([NH:13][C@H:10]2[CH2:11][CH2:12][N:8]([C:1]([O:3][C:4]([CH3:7])([CH3:6])[CH3:5])=[O:2])[CH2:9]2)=[N:24][C:25]([Cl:28])=[N:26][CH:27]=1. (2) Given the reactants CN(C(ON1N=NC2C=CC=NC1=2)=[N+](C)C)C.F[P-](F)(F)(F)(F)F.[Na+].[Cl:26][C:27]1[CH:28]=[C:29]([NH:41][C:42]2[C:51]3[C:46](=[CH:47][CH:48]=[CH:49][C:50]=3[O:52][CH2:53][C:54]([O-])=[O:55])[N:45]=[CH:44][N:43]=2)[CH:30]=[CH:31][C:32]=1[O:33][CH2:34][C:35]1[CH:40]=[CH:39][CH:38]=[CH:37][N:36]=1.[CH3:57][NH:58][CH2:59][CH2:60][OH:61].CCN(C(C)C)C(C)C, predict the reaction product. The product is: [Cl:26][C:27]1[CH:28]=[C:29]([NH:41][C:42]2[C:51]3[C:46](=[CH:47][CH:48]=[CH:49][C:50]=3[O:52][CH2:53][C:54]([N:58]([CH2:59][CH2:60][OH:61])[CH3:57])=[O:55])[N:45]=[CH:44][N:43]=2)[CH:30]=[CH:31][C:32]=1[O:33][CH2:34][C:35]1[CH:40]=[CH:39][CH:38]=[CH:37][N:36]=1. (3) Given the reactants I[C:2]1[CH:7]=[CH:6][C:5]([N+:8]([O-:10])=[O:9])=[CH:4][C:3]=1[CH3:11].[CH3:12][N:13](C)C=O, predict the reaction product. The product is: [CH3:11][C:3]1[CH:4]=[C:5]([N+:8]([O-:10])=[O:9])[CH:6]=[CH:7][C:2]=1[C:12]#[N:13].